Dataset: Full USPTO retrosynthesis dataset with 1.9M reactions from patents (1976-2016). Task: Predict the reactants needed to synthesize the given product. (1) Given the product [Cl:1][C:2]1[CH:7]=[CH:6][C:5]([C:18]#[C:17][CH2:16][CH:19]2[CH2:24][CH2:23][N:22]([C:25]([O:27][C:28]([CH3:31])([CH3:30])[CH3:29])=[O:26])[CH2:21][CH2:20]2)=[CH:4][CH:3]=1, predict the reactants needed to synthesize it. The reactants are: [Cl:1][C:2]1[CH:7]=[CH:6][C:5](I)=[CH:4][CH:3]=1.C(N(CC)CC)C.[CH2:16]([CH:19]1[CH2:24][CH2:23][N:22]([C:25]([O:27][C:28]([CH3:31])([CH3:30])[CH3:29])=[O:26])[CH2:21][CH2:20]1)[C:17]#[CH:18].O. (2) Given the product [CH3:29][C:23]1[CH:24]=[C:25]([CH3:28])[CH:26]=[CH:27][C:22]=1[N:19]1[C:12]2[C:13](=[O:18])[N:14]([CH2:16][CH3:17])[N:15]=[C:10]([O:6][CH:3]([CH2:4][CH3:5])[CH2:2][CH3:1])[C:11]=2[CH:21]=[CH:20]1, predict the reactants needed to synthesize it. The reactants are: [CH3:1][CH2:2][CH:3]([OH:6])[CH2:4][CH3:5].[H-].[Na+].Cl[C:10]1[C:11]2[CH:21]=[CH:20][N:19]([C:22]3[CH:27]=[CH:26][C:25]([CH3:28])=[CH:24][C:23]=3[CH3:29])[C:12]=2[C:13](=[O:18])[N:14]([CH2:16][CH3:17])[N:15]=1. (3) Given the product [Cl:1][C:2]1[N:7]=[C:6]([C:8]([Cl:43])=[O:10])[C:5]2[C:11]([O:33][CH3:34])=[N:12][N:13]([C:14]([C:27]3[CH:32]=[CH:31][CH:30]=[CH:29][CH:28]=3)([C:21]3[CH:26]=[CH:25][CH:24]=[CH:23][CH:22]=3)[C:15]3[CH:16]=[CH:17][CH:18]=[CH:19][CH:20]=3)[C:4]=2[CH:3]=1, predict the reactants needed to synthesize it. The reactants are: [Cl:1][C:2]1[N:7]=[C:6]([C:8]([OH:10])=O)[C:5]2[C:11]([O:33][CH3:34])=[N:12][N:13]([C:14]([C:27]3[CH:32]=[CH:31][CH:30]=[CH:29][CH:28]=3)([C:21]3[CH:26]=[CH:25][CH:24]=[CH:23][CH:22]=3)[C:15]3[CH:20]=[CH:19][CH:18]=[CH:17][CH:16]=3)[C:4]=2[CH:3]=1.CN(C=O)C.C(Cl)(=O)C([Cl:43])=O. (4) Given the product [Cl:1][C:2]1[N:3]=[C:4]([N:14]2[CH2:19][CH2:18][O:17][CH2:16][CH2:15]2)[C:5]2[O:9][CH2:10][CH:11]([CH3:12])[O:13][C:6]=2[N:7]=1, predict the reactants needed to synthesize it. The reactants are: [Cl:1][C:2]1[N:7]=[C:6](Cl)[C:5]([O:9][CH2:10][CH:11]([OH:13])[CH3:12])=[C:4]([N:14]2[CH2:19][CH2:18][O:17][CH2:16][CH2:15]2)[N:3]=1.[H-].[Na+].